From a dataset of Full USPTO retrosynthesis dataset with 1.9M reactions from patents (1976-2016). Predict the reactants needed to synthesize the given product. (1) Given the product [F:11][C:12]1[CH:17]=[C:16]([O:18][CH3:19])[CH:15]=[C:14]([F:20])[C:13]=1[C:2]1[S:3][CH:4]=[C:5]([C:7]([O:9][CH3:10])=[O:8])[N:6]=1, predict the reactants needed to synthesize it. The reactants are: Br[C:2]1[S:3][CH:4]=[C:5]([C:7]([O:9][CH3:10])=[O:8])[N:6]=1.[F:11][C:12]1[CH:17]=[C:16]([O:18][CH3:19])[CH:15]=[C:14]([F:20])[C:13]=1B(O)O.[F-].[K+].C(P(C(C)(C)C)C(C)(C)C)(C)(C)C. (2) Given the product [NH2:21][CH2:18][CH:16]([OH:17])[C@:8]([NH:7][C:6](=[O:20])[O:5][C:1]([CH3:4])([CH3:3])[CH3:2])([CH2:9][C:10]1[CH:15]=[CH:14][CH:13]=[CH:12][CH:11]=1)[CH3:19], predict the reactants needed to synthesize it. The reactants are: [C:1]([O:5][C:6](=[O:20])[NH:7][C@@:8]([CH3:19])([CH:16]1[CH2:18][O:17]1)[CH2:9][C:10]1[CH:15]=[CH:14][CH:13]=[CH:12][CH:11]=1)([CH3:4])([CH3:3])[CH3:2].[NH4+:21].[OH-]. (3) The reactants are: [Br:1][C:2]1[CH:3]=[CH:4][C:5]([Cl:11])=[C:6]([CH:10]=1)[C:7](O)=O.[CH3:12][O:13][C:14]1[CH:19]=[CH:18][CH:17]=[C:16]([O:20][CH3:21])[CH:15]=1. Given the product [Br:1][C:2]1[CH:3]=[CH:4][C:5]([Cl:11])=[C:6]([CH2:7][C:17]2[CH:18]=[CH:19][C:14]([O:13][CH3:12])=[CH:15][C:16]=2[O:20][CH3:21])[CH:10]=1, predict the reactants needed to synthesize it. (4) The reactants are: C(O[C:4]([C:6]1[CH:7]=[N:8][C:9]2[C:14]([C:15]=1[NH:16][CH:17]1[CH2:21][CH2:20][CH2:19][CH2:18]1)=[CH:13][CH:12]=[CH:11][C:10]=2[O:22][CH3:23])=[O:5])C.[C:24]1([N:30]=[C:31]=[O:32])[CH:29]=[CH:28][CH:27]=[CH:26][CH:25]=1. Given the product [CH:17]1([N:16]2[C:15]3[C:14]4[CH:13]=[CH:12][CH:11]=[C:10]([O:22][CH3:23])[C:9]=4[N:8]=[CH:7][C:6]=3[C:4](=[O:5])[N:30]([C:24]3[CH:29]=[CH:28][CH:27]=[CH:26][CH:25]=3)[C:31]2=[O:32])[CH2:18][CH2:19][CH2:20][CH2:21]1, predict the reactants needed to synthesize it. (5) Given the product [NH2:1][C:2]1[C:10]([N+:11]([O-:13])=[O:12])=[CH:9][C:5]([C:6]([Cl:17])=[O:7])=[C:4]([Cl:14])[CH:3]=1, predict the reactants needed to synthesize it. The reactants are: [NH2:1][C:2]1[C:10]([N+:11]([O-:13])=[O:12])=[CH:9][C:5]([C:6](O)=[O:7])=[C:4]([Cl:14])[CH:3]=1.S(Cl)([Cl:17])=O. (6) Given the product [Br:10][C:11]1[CH:18]=[CH:17][C:16]([O:19][C:2]2[CH:9]=[CH:8][C:5]([C:6]#[N:7])=[CH:4][N:3]=2)=[CH:15][C:12]=1[CH:13]=[O:14], predict the reactants needed to synthesize it. The reactants are: Cl[C:2]1[CH:9]=[CH:8][C:5]([C:6]#[N:7])=[CH:4][N:3]=1.[Br:10][C:11]1[CH:18]=[CH:17][C:16]([OH:19])=[CH:15][C:12]=1[CH:13]=[O:14].C([O-])([O-])=O.[K+].[K+].CCOC(C)=O.